From a dataset of Forward reaction prediction with 1.9M reactions from USPTO patents (1976-2016). Predict the product of the given reaction. (1) Given the reactants FC(F)(F)S(O[C:7]1[C:12](=[O:13])[CH:11]=[C:10]([CH2:14][O:15][CH:16]2[CH2:21][CH2:20][CH2:19][CH2:18][O:17]2)[O:9][CH:8]=1)(=O)=O.[C:24](=O)([O-])[O-].[K+].[K+].CB1OB(C)OB(C)O1.O, predict the reaction product. The product is: [CH3:24][C:7]1[C:12](=[O:13])[CH:11]=[C:10]([CH2:14][O:15][CH:16]2[CH2:21][CH2:20][CH2:19][CH2:18][O:17]2)[O:9][CH:8]=1. (2) Given the reactants [CH3:1][C:2]1[CH:7]=[CH:6][C:5]([C:8](=[O:16])[NH:9][C:10]2[S:11][C:12]([CH3:15])=[N:13][N:14]=2)=[CH:4][C:3]=1[C@@H:17]1[CH2:19][C@H:18]1[NH:20]C(=O)OC(C)(C)C.[ClH:28].CO, predict the reaction product. The product is: [ClH:28].[ClH:28].[NH2:20][C@@H:18]1[CH2:19][C@H:17]1[C:3]1[CH:4]=[C:5]([CH:6]=[CH:7][C:2]=1[CH3:1])[C:8]([NH:9][C:10]1[S:11][C:12]([CH3:15])=[N:13][N:14]=1)=[O:16]. (3) Given the reactants [C:1]([C:3]1[C:7]([C:8]2[CH:13]=[C:12](C(F)(F)F)[CH:11]=[C:10]([S:18]([N:21]3[CH2:26][CH2:25][CH2:24][CH2:23][CH2:22]3)(=[O:20])=[O:19])[CH:9]=2)=[CH:6][N:5]([CH2:27][C:28]([OH:30])=[O:29])[CH:4]=1)#[N:2].COC(=O)CN1C=C(C#N)C(C2C=C(C(F)(F)F)C=C(N)C=2)=C1.COC(=O)CN1C=C(C#N)C(C2C=C([Cl:71])C=C(N)C=2)=C1, predict the reaction product. The product is: [Cl:71][C:12]1[CH:13]=[C:8]([C:7]2[C:3]([C:1]#[N:2])=[CH:4][N:5]([CH2:27][C:28]([OH:30])=[O:29])[CH:6]=2)[CH:9]=[C:10]([S:18]([N:21]2[CH2:26][CH2:25][CH2:24][CH2:23][CH2:22]2)(=[O:20])=[O:19])[CH:11]=1. (4) Given the reactants [Cl:1][C:2]1[C:11]2[C:6](=[CH:7][CH:8]=[C:9]([C:12](Cl)=[O:13])[CH:10]=2)[C:5]([Cl:15])=[CH:4][N:3]=1.Cl.[CH2:17]([O:19][C:20](=[O:27])[C:21]1([CH2:26][CH2:25][CH2:24][CH2:23]1)[NH2:22])[CH3:18].CCN(CC)CC, predict the reaction product. The product is: [CH2:17]([O:19][C:20](=[O:27])[C:21]1([CH2:26][CH2:25][CH2:24][CH2:23]1)[NH:22][C:12]([C:9]1[CH:10]=[C:11]2[C:6]([C:5]([Cl:15])=[CH:4][N:3]=[C:2]2[Cl:1])=[CH:7][CH:8]=1)=[O:13])[CH3:18]. (5) Given the reactants [Cl:1][C:2]1[CH:24]=[C:23]([F:25])[CH:22]=[CH:21][C:3]=1[CH2:4][S:5]([NH:8][C:9]1[C:10](=[O:20])[N:11]([CH2:16][C:17](O)=[O:18])[C:12]([CH3:15])=[CH:13][CH:14]=1)(=[O:7])=[O:6].Br.Br.[S:28]1[C:32]2[CH2:33][CH:34]([NH2:37])[CH2:35][CH2:36][C:31]=2[N:30]=[C:29]1[NH2:38], predict the reaction product. The product is: [NH2:38][C:29]1[S:28][C:32]2[CH2:33][CH:34]([NH:37][C:17](=[O:18])[CH2:16][N:11]3[C:12]([CH3:15])=[CH:13][CH:14]=[C:9]([NH:8][S:5]([CH2:4][C:3]4[CH:21]=[CH:22][C:23]([F:25])=[CH:24][C:2]=4[Cl:1])(=[O:6])=[O:7])[C:10]3=[O:20])[CH2:35][CH2:36][C:31]=2[N:30]=1. (6) Given the reactants Br[C:2]1[CH:7]=[C:6]([Cl:8])[CH:5]=[CH:4][C:3]=1[CH2:9][C:10]([O:12][CH2:13][C:14]1[CH:19]=[CH:18][CH:17]=[CH:16][CH:15]=1)=[O:11].[S:20]1[CH:24]=[CH:23][C:22](B(O)O)=[CH:21]1.[F-].[Cs+], predict the reaction product. The product is: [Cl:8][C:6]1[CH:5]=[CH:4][C:3]([CH2:9][C:10]([O:12][CH2:13][C:14]2[CH:19]=[CH:18][CH:17]=[CH:16][CH:15]=2)=[O:11])=[C:2]([C:22]2[CH:23]=[CH:24][S:20][CH:21]=2)[CH:7]=1. (7) Given the reactants [CH3:1][N:2]1[CH:6]([C:7]([OH:9])=O)[CH2:5][N:4]([C:10]2[CH:11]=[N:12][CH:13]=[CH:14][CH:15]=2)[C:3]1=[O:16].O.ON1C2C=CC=CC=2N=N1.Cl.C(N=C=NCCCN(C)C)C.C(N1CCOCC1)C.[Cl:48][C:49]1[C:54]([C:55]([F:58])([F:57])[F:56])=[CH:53][CH:52]=[CH:51][C:50]=1[CH2:59][NH2:60], predict the reaction product. The product is: [Cl:48][C:49]1[C:54]([C:55]([F:57])([F:58])[F:56])=[CH:53][CH:52]=[CH:51][C:50]=1[CH2:59][NH:60][C:7]([CH:6]1[CH2:5][N:4]([C:10]2[CH:11]=[N:12][CH:13]=[CH:14][CH:15]=2)[C:3](=[O:16])[N:2]1[CH3:1])=[O:9]. (8) Given the reactants [C:1]([C:5]1[CH:10]=[CH:9][C:8]([C:11]2[N:12]([C:32](Cl)=[O:33])[C:13]([C:25]3[CH:30]=[CH:29][C:28]([Cl:31])=[CH:27][CH:26]=3)([CH3:24])[C:14]([C:17]3[CH:22]=[CH:21][C:20]([Cl:23])=[CH:19][CH:18]=3)([CH3:16])[N:15]=2)=[C:7]([O:35][CH:36]([CH3:38])[CH3:37])[CH:6]=1)([CH3:4])([CH3:3])[CH3:2].[CH3:39][O:40][CH2:41][CH2:42][CH2:43][N:44]1[CH2:49][CH2:48][NH:47][CH2:46][CH2:45]1, predict the reaction product. The product is: [C:1]([C:5]1[CH:10]=[CH:9][C:8]([C:11]2[N:12]([C:32]([N:47]3[CH2:48][CH2:49][N:44]([CH2:43][CH2:42][CH2:41][O:40][CH3:39])[CH2:45][CH2:46]3)=[O:33])[C@@:13]([C:25]3[CH:26]=[CH:27][C:28]([Cl:31])=[CH:29][CH:30]=3)([CH3:24])[C@@:14]([C:17]3[CH:22]=[CH:21][C:20]([Cl:23])=[CH:19][CH:18]=3)([CH3:16])[N:15]=2)=[C:7]([O:35][CH:36]([CH3:38])[CH3:37])[CH:6]=1)([CH3:4])([CH3:3])[CH3:2]. (9) Given the reactants [OH:1][C@@H:2]1[CH2:6][O:5][CH2:4][C@H:3]1[O:7][C:8]1[CH:15]=[CH:14][C:11]([CH:12]=O)=[CH:10][CH:9]=1.[C:16](#[N:20])[CH2:17][C:18]#[N:19].CN1CCOCC1, predict the reaction product. The product is: [OH:1][C@@H:2]1[CH2:6][O:5][CH2:4][C@H:3]1[O:7][C:8]1[CH:15]=[CH:14][C:11]([CH:12]=[C:17]([C:16]#[N:20])[C:18]#[N:19])=[CH:10][CH:9]=1. (10) Given the reactants COC1C=CC(C[N:8](CC2C=CC(OC)=CC=2)[C:9]2[CH:10]=[C:11]3[C:22]4[CH:21]=[CH:20][C:19](OC[C@@H](NC(=O)OC(C)(C)C)CC(C)C)=[CH:18][C:17]=4[O:16][CH:15]([CH3:38])[C:12]3=[CH:13][N:14]=2)=CC=1.C(O)(C(F)(F)F)=O, predict the reaction product. The product is: [CH3:38][CH:15]1[C:12]2=[CH:13][N:14]=[C:9]([NH2:8])[CH:10]=[C:11]2[C:22]2[CH:21]=[CH:20][CH:19]=[CH:18][C:17]=2[O:16]1.